This data is from Drug-target binding data from BindingDB using Ki measurements. The task is: Regression. Given a target protein amino acid sequence and a drug SMILES string, predict the binding affinity score between them. We predict pKi (pKi = -log10(Ki in M); higher means stronger inhibition). Dataset: bindingdb_ki. (1) The small molecule is CC1CC[C@@]2(NC1)O[C@H]1C[C@H]3[C@@H]4CC=C5C[C@@H](O)CC[C@]5(C)[C@H]4CC[C@]3(C)[C@H]1[C@@H]2C. The target protein (Q15125) has sequence MTTNAGPLHPYWPQHLRLDNFVPNDRPTWHILAGLFSVTGVLVVTTWLLSGRAAVVPLGTWRRLSLCWFAVCGFIHLVIEGWFVLYYEDLLGDQAFLSQLWKEYAKGDSRYILGDNFTVCMETITACLWGPLSLWVVIAFLRQHPLRFILQLVVSVGQIYGDVLYFLTEHRDGFQHGELGHPLYFWFYFVFMNALWLVLPGVLVLDAVKHLTHAQSTLDAKATKAKSKKN. The pKi is 4.0. (2) The drug is CCCCN1CCC(COC(=O)c2cc(Cl)c(N)c3c2OCCO3)CC1. The target protein sequence is RATPYSLQETLTLVCLAGLLMLFTVFGNVLVIIAVFTSRALKAPQNLFLVSLASADILVATLVIPFSLANEVMGYWYFGKVWCEIYLALDVLFCTSSIVHLCAI. The pKi is 6.0. (3) The small molecule is C=C[C@H]1CN2CCC1C[C@@H]2[C@@H](O)c1ccnc2ccc(OC)cc12. The target protein (O35913) has sequence MGKSEKRVATHGVRCFAKIKMFLLALTCAYVSKSLSGTYMNSMLTQIERQFGIPTSIVGLINGSFEIGNLLLIIFVSYFGTKLHRPIMIGVGCAVMGLGCFLISLPHFLMGQYEYETILPTSNVSSNSFFCVENRSQTLNPTQDPSECVKEMKSLMWIYVLVGNIIRGIGETPIMPLGISYIEDFAKSENSPLYIGILETGMTIGPLIGLLLASSCANIYVDIESVNTDDLTITPTDTRWVGAWWIGFLVCAGVNILTSFPFFFFPKTLPKEGLQENVDGTENAKEKKHRKKAKEEKRGITKDFFVFMKSLSCNPIYMLFILISVLQFNAFINSFTFMPKYLEQQYGKSTAEVVFLMGLYMLPPICLGYLIGGLIMKKFKVTVKKAAHLAFWLCLSEYLLSFLSYVMTCDNFPVAGLTTSYEGVQHQLYVENKVLADCNTRCNCSTNTWDPVCGDNGLAYMSACLAGCEKSVGTGTNMVFQNCSCIQSSGNSSAVLGLCN.... The pKi is 3.9. (4) The small molecule is N=C(N)c1ccc2cc(/C=C/CCc3cccnc3)cc(Br)c2c1. The target protein sequence is IIGGEFTTIENQPWFAAIYRRHRGGSVTYVCGGSLISPCWVISATHCFIDYPKKEDYIVYLGRSRLNSNTQGEMKFEVENLILHKDYSADTLAHHNDIALLKIRSKEGRCAQPSRTIQTIALPSMYNDPQFGTSCEITGFGKEQSTDYLYPEQLKMTVVKLISHRECQQPHYYGSEVTTKMLCAADPQWKTDSCQGDSGGPLVCSLQGRMTLTGIVSWGRGCALKDKPGVYTRVSHFLPWIRSHTK. The pKi is 5.5. (5) The compound is CCc1cc(CC)n2nc(-c3ccc(OC)cc3)c(CC(=O)N(C)c3ccccc3)c2n1. The target protein (P16257) has sequence MSQSWVPAVGLTLVPSLGGFMGAYFVRGEGLRWYASLQKPSWHPPRWTLAPIWGTLYSAMGYGSYIIWKELGGFTEEAMVPLGLYTGQLALNWAWPPIFFGARQMGWALVDLMLVSGVATATTLAWHRVSPPAARLLYPYLAWLAFATMLNYYVWRDNSGRRGGSRLTE. The pKi is 8.2. (6) The compound is O=C([O-])c1ccc[nH]1. The target protein sequence is MADKKKYLEDNLDYVRTALMHEPRGHNDMFGSIITSSNNKEADFGIIFMDGGGYLNMCGHGSIGAATVAVETGMVEMVEPVTNINMEAPAGLIKAKVMVENEKVKEVSITNVPSFLYMEDAKLEVPSLNKTITFDISFGGSFFAIIHAKELGVKVETSQVDVLKKLGIEIRDLINEKIKVQHPELEHIKTVDLVEIYDEPSNPEATYKNVVIFGQGQVDRSPCGTGTSAKLATLYKKGHLKIDEKFVYESITGTMFKGRVLEETKVGEFDAIIPEITGGAYITGFNHFVIDPLKYGFTV. The pKi is 5.2. (7) The drug is Fc1cccc2c1OC1CNCC1O2. The target protein (O08892) has sequence MGNPEASCTPPAVLGSQTGLPHANVSAPPNNCSAPSHIYQDSIALPWKVLLVVLLALITLATTLSNAFVIATVYRTRKLHTPANYLIASLAFTDLLVSILVMPISTMYTVTGRWTLGQALCDFWLSSDITCCTASIMHLCVIALDRYWAITDAVGYSAKRTPRRAAGMIALVWVFSICISLPPFFWRQAKAEEEVLDCLVNTDHVLYTVYSTGGAFYLPTLLLIALYGRIYVEARSRILKQTPNKTGKRLTRAQLITDSPGSTSSVTSINSRAPEVPCDSGSPVYVNQVKVRVSDALLEKKKLMAARERKATKTLGVILGAFIVCWLPFFIISLVMPICKDACWFHMAIFDFFTWLGYLNSLINPIIYTMSNEDFKQAFHKLIRFKCTT. The pKi is 6.0. (8) The small molecule is OC[C@H]1CNC[C@@H](O)[C@@H]1O. The pKi is 3.9. The target protein (P9WQ18) has sequence MNEAEHSVEHPPVQGSHVEGGVVEHPDAKDFGSAAALPADPTWFKHAVFYEVLVRAFFDASADGSGDLRGLIDRLDYLQWLGIDCIWLPPFYDSPLRDGGYDIRDFYKVLPEFGTVDDFVALVDAAHRRGIRIITDLVMNHTSESHPWFQESRRDPDGPYGDYYVWSDTSERYTDARIIFVDTEESNWSFDPVRRQFYWHRFFSHQPDLNYDNPAVQEAMIDVIRFWLGLGIDGFRLDAVPYLFEREGTNCENLPETHAFLKRVRKVVDDEFPGRVLLAEANQWPGDVVEYFGDPNTGGDECHMAFHFPLMPRIFMAVRRESRFPISEIIAQTPPIPDMAQWGIFLRNHDELTLEMVTDEERDYMYAEYAKDPRMKANVGIRRRLAPLLDNDRNQIELFTALLLSLPGSPVLYYGDEIGMGDVIWLGDRDGVRIPMQWTPDRNAGFSTANPGRLYLPPSQDPVYGYQAVNVEAQRDTSTSLLNFTRTMLAVRRRHPAFAV....